This data is from CYP2C9 inhibition data for predicting drug metabolism from PubChem BioAssay. The task is: Regression/Classification. Given a drug SMILES string, predict its absorption, distribution, metabolism, or excretion properties. Task type varies by dataset: regression for continuous measurements (e.g., permeability, clearance, half-life) or binary classification for categorical outcomes (e.g., BBB penetration, CYP inhibition). Dataset: cyp2c9_veith. (1) The molecule is CCOC(=O)c1c(NC(=O)/C=C/c2ccc3c(c2)OCO3)sc(C)c1C. The result is 0 (non-inhibitor). (2) The drug is Cc1nn(-c2ccccc2)c2c1C(c1ccc(O)c(O)c1)N1C(=N2)C(Nc2ccccc2)=Nc2ccccc21. The result is 1 (inhibitor). (3) The drug is CCC(C)NS(=O)(=O)c1ccc(OCC(=O)NCC2CCCO2)cc1. The result is 0 (non-inhibitor). (4) The drug is C=CCn1c(O)c(C(C)=NCCCN2CCOCC2)c(=O)[nH]c1=O. The result is 0 (non-inhibitor). (5) The drug is COc1ccccc1-c1ccc2ncnc(NCc3cnc(C)cn3)c2c1. The result is 0 (non-inhibitor). (6) The compound is CC(C)NC(=O)/C(=N\O)c1ccccc1. The result is 0 (non-inhibitor). (7) The compound is COc1ccc(-c2nc3cnc(OC)nc3n(C3CC3)c2=O)cc1. The result is 0 (non-inhibitor).